From a dataset of CYP1A2 inhibition data for predicting drug metabolism from PubChem BioAssay. Regression/Classification. Given a drug SMILES string, predict its absorption, distribution, metabolism, or excretion properties. Task type varies by dataset: regression for continuous measurements (e.g., permeability, clearance, half-life) or binary classification for categorical outcomes (e.g., BBB penetration, CYP inhibition). Dataset: cyp1a2_veith. (1) The compound is COc1cccc2c(=O)c(C(=O)NCc3cccs3)c[nH]c12. The result is 1 (inhibitor). (2) The compound is O=C(CN(Cc1ccco1)C(=O)c1ccccc1)Nc1ccc(Cl)c(Cl)c1. The result is 1 (inhibitor). (3) The result is 0 (non-inhibitor). The drug is Cc1cc(C)n(-c2cc(N3CCN(C(=O)c4ccc(C(C)(C)C)cc4)CC3)ccc2[N+](=O)[O-])n1.